From a dataset of Full USPTO retrosynthesis dataset with 1.9M reactions from patents (1976-2016). Predict the reactants needed to synthesize the given product. Given the product [CH3:11][C:10]1[O:12][C:7]([CH:2]([CH3:1])[C:3]([O:5][CH3:6])=[O:4])=[N:8][CH:9]=1, predict the reactants needed to synthesize it. The reactants are: [CH3:1][CH:2]([C:7](=[O:12])[NH:8][CH2:9][C:10]#[CH:11])[C:3]([O:5][CH3:6])=[O:4].